Dataset: Forward reaction prediction with 1.9M reactions from USPTO patents (1976-2016). Task: Predict the product of the given reaction. (1) Given the reactants Cl[C:2]1[N:3]=[CH:4][N:5]=[C:6]2[C:13]=1[C:12]1[CH2:11][CH2:10][CH2:9][C:8]=1[O:7]2.[C@H:14]1([NH2:21])[CH2:19][CH2:18][C@H:17]([NH2:20])[CH2:16][CH2:15]1, predict the reaction product. The product is: [N:5]1[C:6]2[O:7][C:8]3[CH2:9][CH2:10][CH2:11][C:12]=3[C:13]=2[C:2]([NH:20][C@H:17]2[CH2:18][CH2:19][C@H:14]([NH2:21])[CH2:15][CH2:16]2)=[N:3][CH:4]=1. (2) Given the reactants [CH2:1]([O:3][C:4]1[C:8]([CH2:9][CH2:10][CH2:11][O:12][C:13]2[CH:18]=[CH:17][C:16]([CH2:19][CH2:20][C:21]([O:23]CC)=[O:22])=[CH:15][C:14]=2[OH:26])=[CH:7][N:6]([C:27]2[CH:32]=[CH:31][C:30]([C:33]([F:36])([F:35])[F:34])=[CH:29][N:28]=2)[N:5]=1)[CH3:2].[CH3:37][CH:38](O)[CH3:39].C(P(CCCC)CCCC)CCC.N(C(N1CCCCC1)=O)=NC(N1CCCCC1)=O, predict the reaction product. The product is: [CH2:1]([O:3][C:4]1[C:8]([CH2:9][CH2:10][CH2:11][O:12][C:13]2[CH:18]=[CH:17][C:16]([CH2:19][CH2:20][C:21]([OH:23])=[O:22])=[CH:15][C:14]=2[O:26][CH:38]([CH3:39])[CH3:37])=[CH:7][N:6]([C:27]2[CH:32]=[CH:31][C:30]([C:33]([F:36])([F:35])[F:34])=[CH:29][N:28]=2)[N:5]=1)[CH3:2].